Predict the product of the given reaction. From a dataset of Forward reaction prediction with 1.9M reactions from USPTO patents (1976-2016). (1) The product is: [C:1]([C:3]1[CH:4]=[C:5]([CH2:9][C:10]([O:12][CH3:18])=[O:11])[CH:6]=[CH:7][CH:8]=1)#[N:2]. Given the reactants [C:1]([C:3]1[CH:4]=[C:5]([CH2:9][C:10]([OH:12])=[O:11])[CH:6]=[CH:7][CH:8]=1)#[N:2].S(=O)(=O)(O)O.[CH3:18]O, predict the reaction product. (2) Given the reactants Br[CH2:2][CH2:3][CH2:4][O:5][C:6]1[CH:15]=[C:14]2[C:9]([C:10]([O:16][C:17]3[CH:22]=[CH:21][C:20]([NH:23][C:24]([NH:26][CH2:27][CH2:28][CH3:29])=[O:25])=[C:19]([Cl:30])[CH:18]=3)=[N:11][CH:12]=[N:13]2)=[CH:8][C:7]=1[O:31][CH3:32].C(=O)([O-])[O-].[K+].[K+].[SH:39][C:40]1[CH:45]=[CH:44][N:43]=[CH:42][CH:41]=1.O, predict the reaction product. The product is: [Cl:30][C:19]1[CH:18]=[C:17]([O:16][C:10]2[C:9]3[C:14](=[CH:15][C:6]([O:5][CH2:4][CH2:3][CH2:2][S:39][C:40]4[CH:45]=[CH:44][N:43]=[CH:42][CH:41]=4)=[C:7]([O:31][CH3:32])[CH:8]=3)[N:13]=[CH:12][N:11]=2)[CH:22]=[CH:21][C:20]=1[NH:23][C:24]([NH:26][CH2:27][CH2:28][CH3:29])=[O:25].